From a dataset of NCI-60 drug combinations with 297,098 pairs across 59 cell lines. Regression. Given two drug SMILES strings and cell line genomic features, predict the synergy score measuring deviation from expected non-interaction effect. (1) Drug 1: CN(C)C1=NC(=NC(=N1)N(C)C)N(C)C. Drug 2: CC1=C(C(CCC1)(C)C)C=CC(=CC=CC(=CC(=O)O)C)C. Cell line: COLO 205. Synergy scores: CSS=-10.4, Synergy_ZIP=8.17, Synergy_Bliss=5.15, Synergy_Loewe=-8.40, Synergy_HSA=-7.25. (2) Cell line: OVCAR3. Synergy scores: CSS=8.12, Synergy_ZIP=9.12, Synergy_Bliss=2.81, Synergy_Loewe=-25.8, Synergy_HSA=-1.30. Drug 1: C1=NC2=C(N=C(N=C2N1C3C(C(C(O3)CO)O)O)F)N. Drug 2: CC=C1C(=O)NC(C(=O)OC2CC(=O)NC(C(=O)NC(CSSCCC=C2)C(=O)N1)C(C)C)C(C)C. (3) Drug 1: C1=NC2=C(N1)C(=S)N=C(N2)N. Drug 2: C1CC(=O)NC(=O)C1N2C(=O)C3=CC=CC=C3C2=O. Cell line: U251. Synergy scores: CSS=21.6, Synergy_ZIP=5.04, Synergy_Bliss=5.64, Synergy_Loewe=-15.2, Synergy_HSA=1.53. (4) Drug 1: CCC1(CC2CC(C3=C(CCN(C2)C1)C4=CC=CC=C4N3)(C5=C(C=C6C(=C5)C78CCN9C7C(C=CC9)(C(C(C8N6C=O)(C(=O)OC)O)OC(=O)C)CC)OC)C(=O)OC)O.OS(=O)(=O)O. Drug 2: CC1C(C(CC(O1)OC2CC(CC3=C2C(=C4C(=C3O)C(=O)C5=CC=CC=C5C4=O)O)(C(=O)C)O)N)O. Cell line: PC-3. Synergy scores: CSS=41.0, Synergy_ZIP=0.238, Synergy_Bliss=0.849, Synergy_Loewe=0.343, Synergy_HSA=1.95. (5) Drug 1: CN1CCC(CC1)COC2=C(C=C3C(=C2)N=CN=C3NC4=C(C=C(C=C4)Br)F)OC. Drug 2: CNC(=O)C1=NC=CC(=C1)OC2=CC=C(C=C2)NC(=O)NC3=CC(=C(C=C3)Cl)C(F)(F)F. Cell line: OVCAR-8. Synergy scores: CSS=25.2, Synergy_ZIP=-8.38, Synergy_Bliss=-5.59, Synergy_Loewe=-7.87, Synergy_HSA=-5.15. (6) Drug 1: CN1CCC(CC1)COC2=C(C=C3C(=C2)N=CN=C3NC4=C(C=C(C=C4)Br)F)OC. Drug 2: CC1C(C(CC(O1)OC2CC(CC3=C2C(=C4C(=C3O)C(=O)C5=CC=CC=C5C4=O)O)(C(=O)C)O)N)O. Cell line: OVCAR-8. Synergy scores: CSS=45.3, Synergy_ZIP=6.45, Synergy_Bliss=8.85, Synergy_Loewe=-1.97, Synergy_HSA=10.2. (7) Drug 1: CC1C(C(CC(O1)OC2CC(CC3=C2C(=C4C(=C3O)C(=O)C5=C(C4=O)C(=CC=C5)OC)O)(C(=O)C)O)N)O.Cl. Drug 2: C(CN)CNCCSP(=O)(O)O. Cell line: HS 578T. Synergy scores: CSS=20.5, Synergy_ZIP=-4.97, Synergy_Bliss=10.4, Synergy_Loewe=-5.27, Synergy_HSA=8.49. (8) Drug 1: CC1=C2C(C(=O)C3(C(CC4C(C3C(C(C2(C)C)(CC1OC(=O)C(C(C5=CC=CC=C5)NC(=O)C6=CC=CC=C6)O)O)OC(=O)C7=CC=CC=C7)(CO4)OC(=O)C)O)C)OC(=O)C. Drug 2: C1CN(P(=O)(OC1)NCCCl)CCCl. Cell line: K-562. Synergy scores: CSS=68.1, Synergy_ZIP=0.626, Synergy_Bliss=0.706, Synergy_Loewe=-60.7, Synergy_HSA=-2.53.